Dataset: Catalyst prediction with 721,799 reactions and 888 catalyst types from USPTO. Task: Predict which catalyst facilitates the given reaction. (1) Reactant: [CH2:1]([C:8]1[C:13](=[O:14])[N:12]2[CH2:15][CH2:16][CH2:17][CH2:18][C:11]2=[N:10][C:9]=1[CH:19]([OH:22])[CH:20]=[CH2:21])[C:2]1[CH:7]=[CH:6][CH:5]=[CH:4][CH:3]=1.[H][H]. Product: [CH2:1]([C:8]1[C:13](=[O:14])[N:12]2[CH2:15][CH2:16][CH2:17][CH2:18][C:11]2=[N:10][C:9]=1[CH:19]([OH:22])[CH2:20][CH3:21])[C:2]1[CH:7]=[CH:6][CH:5]=[CH:4][CH:3]=1. The catalyst class is: 153. (2) Reactant: [F:1][C:2]1[CH:7]=[C:6]([I:8])[CH:5]=[CH:4][C:3]=1[NH:9][C:10]1[C:19]([F:20])=[C:18]2[C:13]([C:14]([CH3:21])=[N:15][CH:16]=[N:17]2)=[CH:12][C:11]=1C(O)=O.C([N:27]([CH2:30]C)CC)C.C1(P(N=[N+]=[N-])(C2C=CC=CC=2)=[O:39])C=CC=CC=1. Product: [F:1][C:2]1[CH:7]=[C:6]([I:8])[CH:5]=[CH:4][C:3]=1[N:9]1[C:10]2[C:11](=[CH:12][C:13]3[C:14]([CH3:21])=[N:15][CH:16]=[N:17][C:18]=3[C:19]=2[F:20])[NH:27][C:30]1=[O:39]. The catalyst class is: 11.